From a dataset of Catalyst prediction with 721,799 reactions and 888 catalyst types from USPTO. Predict which catalyst facilitates the given reaction. (1) Reactant: Cl.[N:2]1([CH2:8][CH2:9][CH2:10][C:11]([OH:13])=[O:12])[CH2:7][CH2:6][CH2:5][CH2:4][CH2:3]1.C1N=CN(C(N2C=NC=C2)=O)C=1.[F:26][C:27]1[C:31]([C:32]2[CH:33]=[N:34][C:35]([O:38][CH3:39])=[CH:36][CH:37]=2)=[N:30][NH:29][C:28]=1[NH2:40]. Product: [CH:11]([OH:13])=[O:12].[F:26][C:27]1[C:31]([C:32]2[CH:33]=[N:34][C:35]([O:38][CH3:39])=[CH:36][CH:37]=2)=[N:30][NH:29][C:28]=1[NH:40][C:11](=[O:13])[CH2:10][CH2:9][CH2:8][N:2]1[CH2:3][CH2:4][CH2:5][CH2:6][CH2:7]1. The catalyst class is: 26. (2) Reactant: [ClH:1].[CH2:2]([N:4]1[C:10](=[O:11])[C:9]([CH3:13])([CH3:12])[C:8](=[O:14])[N:7]([CH3:15])[C:6]2[CH:16]=[C:17]([O:20][CH2:21][CH2:22][CH2:23][N:24]([CH2:32][CH2:33][CH2:34][N:35]3[CH:44]=[CH:43][C:42]4[C:37](=[CH:38][CH:39]=[CH:40][CH:41]=4)[C:36]3=[O:45])[CH2:25][C:26]3[CH:31]=[CH:30][N:29]=[CH:28][CH:27]=3)[CH:18]=[CH:19][C:5]1=2)[CH3:3]. The catalyst class is: 13. Product: [ClH:1].[ClH:1].[CH2:2]([N:4]1[C:10](=[O:11])[C:9]([CH3:13])([CH3:12])[C:8](=[O:14])[N:7]([CH3:15])[C:6]2[CH:16]=[C:17]([O:20][CH2:21][CH2:22][CH2:23][N:24]([CH2:32][CH2:33][CH2:34][N:35]3[CH:44]=[CH:43][C:42]4[C:37](=[CH:38][CH:39]=[CH:40][CH:41]=4)[C:36]3=[O:45])[CH2:25][C:26]3[CH:27]=[CH:28][N:29]=[CH:30][CH:31]=3)[CH:18]=[CH:19][C:5]1=2)[CH3:3]. (3) Reactant: [C:1]1([S:7]([N:10]2[CH:14]=[CH:13][C:12]([Cl:15])=[N:11]2)(=[O:9])=[O:8])[CH:6]=[CH:5][CH:4]=[CH:3][CH:2]=1.[Li]CCCC.[Cl:21][C:22]1[C:27]([Cl:28])=[CH:26][CH:25]=[CH:24][C:23]=1[N:29]=[C:30]=[O:31].[NH4+].[Cl-]. Product: [Cl:21][C:22]1[C:27]([Cl:28])=[CH:26][CH:25]=[CH:24][C:23]=1[NH:29][C:30]([C:14]1[N:10]([S:7]([C:1]2[CH:2]=[CH:3][CH:4]=[CH:5][CH:6]=2)(=[O:8])=[O:9])[N:11]=[C:12]([Cl:15])[CH:13]=1)=[O:31]. The catalyst class is: 1. (4) Reactant: COC(C)(C)C.[N:7]1[CH2:12][CH2:11][CH2:10][N:9]2[CH2:13][CH2:14][CH2:15][C:8]=12.[H-].[Al+3].[Li+].[H-].[H-].[H-].[OH-].[Na+]. Product: [NH:7]1[CH2:12][CH2:11][CH2:10][N:9]2[CH2:13][CH2:14][CH2:15][CH:8]12. The catalyst class is: 6. (5) Reactant: [I:1][C:2]1[CH:10]=[CH:9][C:5]([C:6]([OH:8])=[O:7])=[CH:4][C:3]=1[N+:11]([O-:13])=[O:12].[C:14](=O)([O-])[O-].[K+].[K+].C(N(CC)CC)C.IC. Product: [I:1][C:2]1[CH:10]=[CH:9][C:5]([C:6]([O:8][CH3:14])=[O:7])=[CH:4][C:3]=1[N+:11]([O-:13])=[O:12]. The catalyst class is: 10. (6) Reactant: [CH3:1][O:2][C:3]1[CH:8]=[CH:7][C:6]([CH:9]([NH:18][C:19]([C:21]2[C:22]([OH:30])=[N:23][C:24]([C:27](O)=[O:28])=[N:25][CH:26]=2)=[O:20])[C:10]2[CH:15]=[CH:14][C:13]([O:16][CH3:17])=[CH:12][CH:11]=2)=[CH:5][CH:4]=1.Cl.[NH2:32][CH2:33][C:34]([O:36][CH3:37])=[O:35].CN(C(ON1N=NC2C=CC=CC1=2)=[N+](C)C)C.[B-](F)(F)(F)F.CCN(C(C)C)C(C)C. Product: [CH3:37][O:36][C:34](=[O:35])[CH2:33][NH:32][C:27]([C:24]1[N:23]=[C:22]([OH:30])[C:21]([C:19](=[O:20])[NH:18][CH:9]([C:10]2[CH:15]=[CH:14][C:13]([O:16][CH3:17])=[CH:12][CH:11]=2)[C:6]2[CH:5]=[CH:4][C:3]([O:2][CH3:1])=[CH:8][CH:7]=2)=[CH:26][N:25]=1)=[O:28]. The catalyst class is: 16. (7) Reactant: [CH3:1][O:2][C:3]([C:5]1([S:11]([C:14]2[CH:19]=[CH:18][C:17]([O:20][CH2:21][C:22]#[C:23][CH3:24])=[CH:16][CH:15]=2)(=[O:13])=[O:12])[CH2:10][CH2:9][NH:8][CH2:7][CH2:6]1)=[O:4].C(N(CC)CC)C.[S:32]1[CH:36]=[CH:35][CH:34]=[C:33]1[C:37](Cl)=[O:38].CN(C1C=CC=CN=1)C. Product: [CH2:21]([O:20][C:17]1[CH:16]=[CH:15][C:14]([S:11]([C:5]2([C:3]([O:2][CH3:1])=[O:4])[CH2:10][CH2:9][N:8]([C:37]([C:33]3[S:32][CH:36]=[CH:35][CH:34]=3)=[O:38])[CH2:7][CH2:6]2)(=[O:13])=[O:12])=[CH:19][CH:18]=1)[C:22]#[C:23][CH3:24]. The catalyst class is: 2. (8) Reactant: [F:1][C@H:2]1[CH2:19][C@@:17]2([CH3:18])[C@@H:13]([CH2:14][CH2:15][C:16]2=[O:20])[C@H:12]2[C@H:3]1[C@@H:4]1[C:9]([CH2:10][C@H:11]2[CH3:21])=[CH:8][C:7](=[O:22])[CH2:6][CH2:5]1.S(=O)(=O)(O)O. Product: [F:1][C@H:2]1[CH2:19][C@@:17]2([CH3:18])[C@@H:13]([CH2:14][CH2:15][C@@H:16]2[OH:20])[C@H:12]2[C@H:3]1[C@@H:4]1[C:9]([CH2:10][C@H:11]2[CH3:21])=[CH:8][C:7](=[O:22])[CH2:6][CH2:5]1. The catalyst class is: 7.